This data is from Full USPTO retrosynthesis dataset with 1.9M reactions from patents (1976-2016). The task is: Predict the reactants needed to synthesize the given product. (1) Given the product [NH2:27][C:2]1[C:11]2[C:6](=[C:7]([C:12]([NH:14][C:15]3[C:16]([Cl:26])=[C:17]([O:24][CH3:25])[CH:18]=[C:19]([O:22][CH3:23])[C:20]=3[Cl:21])=[O:13])[CH:8]=[CH:9][CH:10]=2)[N:5]=[CH:4][N:3]=1, predict the reactants needed to synthesize it. The reactants are: Cl[C:2]1[C:11]2[C:6](=[C:7]([C:12]([NH:14][C:15]3[C:20]([Cl:21])=[C:19]([O:22][CH3:23])[CH:18]=[C:17]([O:24][CH3:25])[C:16]=3[Cl:26])=[O:13])[CH:8]=[CH:9][CH:10]=2)[N:5]=[CH:4][N:3]=1.[NH3:27]. (2) Given the product [Br:6][C:7]1[CH:8]=[N:9][N:10]2[C:15]([Cl:3])=[C:14]([CH2:17][CH3:18])[C:13]([CH3:19])=[N:12][C:11]=12, predict the reactants needed to synthesize it. The reactants are: O=P(Cl)(Cl)[Cl:3].[Br:6][C:7]1[CH:8]=[N:9][N:10]2[C:15](=O)[C:14]([CH2:17][CH3:18])=[C:13]([CH3:19])[NH:12][C:11]=12.CCN(C(C)C)C(C)C.